From a dataset of Forward reaction prediction with 1.9M reactions from USPTO patents (1976-2016). Predict the product of the given reaction. (1) Given the reactants [Li+].[OH-].[CH3:3][C:4]1[C:8]([CH:9]([O:37][C:38]([CH3:44])([CH3:43])[C:39]([O:41]C)=[O:40])[CH2:10][O:11][C:12]2[CH:17]=[CH:16][C:15]([CH2:18][C:19]([NH:21][CH:22]([C:29]3[CH:34]=[CH:33][C:32]([CH3:35])=[CH:31][C:30]=3[CH3:36])[C:23]3[CH:28]=[CH:27][CH:26]=[CH:25][CH:24]=3)=[O:20])=[CH:14][CH:13]=2)=[C:7]([CH3:45])[O:6][N:5]=1, predict the reaction product. The product is: [CH3:3][C:4]1[C:8]([CH:9]([O:37][C:38]([CH3:43])([CH3:44])[C:39]([OH:41])=[O:40])[CH2:10][O:11][C:12]2[CH:13]=[CH:14][C:15]([CH2:18][C:19]([NH:21][CH:22]([C:29]3[CH:34]=[CH:33][C:32]([CH3:35])=[CH:31][C:30]=3[CH3:36])[C:23]3[CH:28]=[CH:27][CH:26]=[CH:25][CH:24]=3)=[O:20])=[CH:16][CH:17]=2)=[C:7]([CH3:45])[O:6][N:5]=1. (2) Given the reactants [Br:1][C:2]1[C:3]([C@@H:14]([NH:24][C:25](=[O:31])[O:26][C:27]([CH3:30])([CH3:29])[CH3:28])[CH2:15][C:16]2[CH:21]=[C:20]([F:22])[CH:19]=[C:18]([F:23])[CH:17]=2)=[N:4][C:5]([C:8]#[C:9][C:10]([OH:13])([CH3:12])[CH3:11])=[CH:6][CH:7]=1.[C:32]([Si:36]([CH3:44])([CH3:43])OC(C)(C#C)C)([CH3:35])([CH3:34])[CH3:33], predict the reaction product. The product is: [Br:1][C:2]1[C:3]([C@@H:14]([NH:24][C:25](=[O:31])[O:26][C:27]([CH3:30])([CH3:29])[CH3:28])[CH2:15][C:16]2[CH:17]=[C:18]([F:23])[CH:19]=[C:20]([F:22])[CH:21]=2)=[N:4][C:5]([C:8]#[C:9][C:10]([O:13][Si:36]([C:32]([CH3:35])([CH3:34])[CH3:33])([CH3:44])[CH3:43])([CH3:11])[CH3:12])=[CH:6][CH:7]=1. (3) Given the reactants FC(F)(F)C(O)=O.C(OC([N:15]1[C:23]2[C:18](=[CH:19][C:20]([NH:24][C:25]3[CH:37]=[C:36]([CH2:38][CH2:39][C:40]4[CH:45]=[CH:44][CH:43]=[CH:42][CH:41]=4)[CH:35]=[CH:34][C:26]=3[C:27]([O:29]C(C)(C)C)=[O:28])=[CH:21][CH:22]=2)[CH:17]=[CH:16]1)=O)(C)(C)C, predict the reaction product. The product is: [NH:15]1[C:23]2[C:18](=[CH:19][C:20]([NH:24][C:25]3[CH:37]=[C:36]([CH2:38][CH2:39][C:40]4[CH:41]=[CH:42][CH:43]=[CH:44][CH:45]=4)[CH:35]=[CH:34][C:26]=3[C:27]([OH:29])=[O:28])=[CH:21][CH:22]=2)[CH:17]=[CH:16]1. (4) Given the reactants C(OC([N:8]1[CH2:17][CH2:16][C:15]2[C:11](=[C:12](OS(C(F)(F)F)(=O)=O)[N:13]([CH:18]3[CH2:23][CH2:22][CH2:21][CH2:20][CH2:19]3)[N:14]=2)[CH2:10][CH2:9]1)=O)(C)(C)C.[F:32][C:33]([F:44])([F:43])[C:34]1[CH:39]=[CH:38][C:37](B(O)O)=[CH:36][CH:35]=1, predict the reaction product. The product is: [CH:18]1([N:13]2[C:12]([C:37]3[CH:38]=[CH:39][C:34]([C:33]([F:44])([F:43])[F:32])=[CH:35][CH:36]=3)=[C:11]3[C:15]([CH2:16][CH2:17][NH:8][CH2:9][CH2:10]3)=[N:14]2)[CH2:19][CH2:20][CH2:21][CH2:22][CH2:23]1. (5) Given the reactants C[Si](C)(C)CCOC[N:7]1[CH:11]=[C:10]([C:12]2[CH:13]=[C:14]([CH:17]=[CH:18][CH:19]=2)[C:15]#[N:16])[CH:9]=[N:8]1.[C:22]([OH:28])([C:24]([F:27])([F:26])[F:25])=[O:23], predict the reaction product. The product is: [F:25][C:24]([F:27])([F:26])[C:22]([OH:28])=[O:23].[NH:7]1[CH:11]=[C:10]([C:12]2[CH:13]=[C:14]([CH:17]=[CH:18][CH:19]=2)[C:15]#[N:16])[CH:9]=[N:8]1. (6) The product is: [OH:1][C@H:2]1[CH2:6][CH2:5][CH2:4][C@@H:3]1[C:7]([NH:12][NH2:13])=[O:9]. Given the reactants [OH:1][C@H:2]1[CH2:6][CH2:5][CH2:4][C@@H:3]1[C:7]([O:9]C)=O.O.[NH2:12][NH2:13], predict the reaction product. (7) The product is: [N+:8]([C:7]1[C:2]([C:11]#[N:12])=[N:3][CH:4]=[CH:5][CH:6]=1)([O-:10])=[O:9]. Given the reactants Br[C:2]1[C:7]([N+:8]([O-:10])=[O:9])=[CH:6][CH:5]=[CH:4][N:3]=1.[CH3:11][N:12](C=O)C, predict the reaction product.